Dataset: Full USPTO retrosynthesis dataset with 1.9M reactions from patents (1976-2016). Task: Predict the reactants needed to synthesize the given product. The reactants are: CO[C:3]([CH2:5][C:6]([NH2:8])=[O:7])=[O:4].C[Si](C)(C)[O-].[K+].Cl.Cl.Cl.[Cl:18][C:19]1[C:20]([N:29]2[CH2:34][CH2:33][N:32]([CH2:35][CH2:36][C@H:37]3[CH2:42][CH2:41][C@H:40]([NH2:43])[CH2:39][CH2:38]3)[CH2:31][CH2:30]2)=[N:21][CH:22]=[C:23]([C:25]([F:28])([F:27])[F:26])[CH:24]=1.CCN(C(C)C)C(C)C.CN(C(ON1N=NC2C=CC=CC1=2)=[N+](C)C)C.[B-](F)(F)(F)F. Given the product [Cl:18][C:19]1[C:20]([N:29]2[CH2:34][CH2:33][N:32]([CH2:35][CH2:36][C@H:37]3[CH2:42][CH2:41][C@H:40]([NH:43][C:3](=[O:4])[CH2:5][C:6]([NH2:8])=[O:7])[CH2:39][CH2:38]3)[CH2:31][CH2:30]2)=[N:21][CH:22]=[C:23]([C:25]([F:27])([F:28])[F:26])[CH:24]=1, predict the reactants needed to synthesize it.